From a dataset of Reaction yield outcomes from USPTO patents with 853,638 reactions. Predict the reaction yield, written as a fraction of the theoretical maximum amount of product (1.0 means a 100% yield; for example, 0.34 means a 34% yield). The reactants are [C:1]([O:5][C:6]([N:8]1[CH2:13][CH2:12][C:11]2[NH:14][N:15]([C:18]3[CH:27]=[N:26][C:25]4[C:20](=[CH:21][CH:22]=[CH:23][CH:24]=4)[N:19]=3)[C:16](=[O:17])[C:10]=2[CH2:9]1)=[O:7])([CH3:4])([CH3:3])[CH3:2].[H-].[Na+].I[CH3:31]. The catalyst is CN(C)C=O. The product is [C:1]([O:5][C:6]([N:8]1[CH2:13][CH2:12][C:11]2[N:14]([CH3:31])[N:15]([C:18]3[CH:27]=[N:26][C:25]4[C:20](=[CH:21][CH:22]=[CH:23][CH:24]=4)[N:19]=3)[C:16](=[O:17])[C:10]=2[CH2:9]1)=[O:7])([CH3:4])([CH3:2])[CH3:3]. The yield is 0.630.